From a dataset of Experimentally validated miRNA-target interactions with 360,000+ pairs, plus equal number of negative samples. Binary Classification. Given a miRNA mature sequence and a target amino acid sequence, predict their likelihood of interaction. (1) The miRNA is hsa-miR-1229-3p with sequence CUCUCACCACUGCCCUCCCACAG. The protein sequence of the target gene is MNSLFRKRNKGKYSPTVQTRSISNKELSELIEQLQKNADQVEKNIVDTEAKMQSDLARLQEGRQPEHRDVTLQKVLDSEKLLYVLEADAAIAKHMKHPQGDMIAEDIRQLKERVTNLRGKHKQIYRLAVKEVDPQVNWAALVEEKLDKLNNQSFGTDLPLVDHQVEEHNIFHNEVKAIGPHLAKDGDKEQNSELRAKYQKLLAASQARQQHLSSLQDYMQRCTNELYWLDQQAKGRMQYDWSDRNLDYPSRRRQYENFINRNLEAKEERINKLHSEGDQLLAAEHPGRNSIEAHMEAVHA.... Result: 1 (interaction). (2) The protein sequence of the target gene is MSAAGLLAPAPAPAAAPAAPEYYPEDEEELESAEDDERSCRGRESDEDTEDASETDLAKHDEEDYVEMKEQMYQDKLASLKRQLQQLQEGTLQEYQKRMKKLDQQYRERIRNAELFLQLETEQVERNYIKEKKAAVKEFEDKKVELKENLIAELEEKKKMIENEKLTMELTGDSMEVKPIMTRKLRRRPNDPVPIPDKRRKPAPAQLNYLLTDEQIMEDLRTLNKLKSPKRPASPSSPEHLPATPAESPAQRFEARIEDGKLYYDKRWYHKSQAIYLESKDNQKLSCVISSVGANEIWVR.... The miRNA is mmu-miR-30e-5p with sequence UGUAAACAUCCUUGACUGGAAG. Result: 0 (no interaction). (3) The miRNA is hsa-miR-6769b-5p with sequence UGGUGGGUGGGGAGGAGAAGUGC. The protein sequence of the target gene is MGREQDLILAVKNGDVTGVQKLVAKVKATKTKLLGSTKRLNVNYQDADGFSALHHAALGGSLELIALLLEAQATVDIKDSNGMRPLHYAAWQGRLEPVRLLLRASAAVNAASLDGQIPLHLAAQYGHYEVSEMLLQHQSNPCLVNKAKKTPLDLACEFGRLKVAQLLLNSHLCVALLEGEAKDPCDPNYTTPLHLAAKNGHREVIRQLLRAGIEINRQTKTGTALHEAALYGKTEVVRLLLEGGVDVNIRNTYNQTALDIVNQFTTSQASREIKQLLREASGILKVRALKDFWNLHDPTA.... Result: 1 (interaction). (4) The miRNA is hsa-miR-548s with sequence AUGGCCAAAACUGCAGUUAUUUU. The protein sequence of the target gene is MYLSICCCFLLWAPALTLKNLNYSVPEEQGAGTVIGNIGRDARLQPGLPPAERGGGGRSKSGSYRVLENSAPHLLDVDADSGLLYTKQRIDRESLCRHNAKCQLSLEVFANDKEICMIKVEIQDINDNAPSFSSDQIEMDISENAAPGTRFPLTSAHDPDAGENGLRTYLLTRDDHGLFGLDVKSRGDGTKFPELVIQKALDREQQNHHTLVLTALDGGEPPRSATVQINVKVIDSNDNSPVFEAPSYLVELPENAPLGTVVIDLNATDADEGPNGEVLYSFSSYVPDRVRELFSIDPKT.... Result: 0 (no interaction). (5) The miRNA is hsa-miR-6802-3p with sequence UUCACCCCUCUCACCUAAGCAG. The protein sequence of the target gene is MGRHLALLLLLLLLFQHFGDSDGSQRLEQTPLQFTHLEYNVTVQENSAAKTYVGHPVKMGVYITHPAWEVRYKIVSGDSENLFKAEEYILGDFCFLRIRTKGGNTAILNREVKDHYTLIVKALEKNTNVEARTKVRVQVLDTNDLRPLFSPTSYSVSLPENTAIRTSIARVSATDADIGTNGEFYYSFKDRTDMFAIHPTSGVIVLTGRLDYLETKLYEMEILAADRGMKLYGSSGISSMAKLTVHIEQANECAPVITAVTLSPSELDRDPAYAIVTVDDCDQGANGDIASLSIVAGDLL.... Result: 0 (no interaction). (6) Result: 1 (interaction). The protein sequence of the target gene is MSGNKRGSRASCPHRGAECLLPWAALNLQGFQLLLLHPSATAMMDVSELGESARYLRQGYQEMTKVHTIPWDGKKRVWVPDEQDAYVEAEVKSEATGGRVTVETKDQKVLMVREAELQPMNPPRFDLLEDMAMMTHLNEASVLHNLRQRYARWMIYTYSGLFCVTINPYKWLPVYTASVVAAYKGKRRSDSPPHIYAVADNAYNDMLRNRDNQSMLITGESGAGKTVNTKRVIQYFAIVAALGDGPGKKAQFLATKTGGTLEDQIIEANPAMEAFGNAKTLRNDNSSRFGKFIRIHFGPS.... The miRNA is hsa-miR-124-3p with sequence UAAGGCACGCGGUGAAUGCCAA. (7) The miRNA is bta-miR-17-5p with sequence CAAAGUGCUUACAGUGCAGGUAGU. The protein sequence of the target gene is MPHRKKKPFIEKKKAVSFHLVHRSQRDPLAADETAPQRVLLPTQKIKDEERRAEQRKYGVFFDDDYDYLQHLKEPSGPSELIPTSPFGAPYRGDGREEPLATSTSGIKLPSSVFASEFEEDVGLLNKAAPVSGPRLDFDPDIVAALDDDFDFDNPDNLLEDDFILQANKPTEEEEGMEIQKSEAEDDSEWEDVDDEKEGGSDDDRYDRAGSSDEDMSAPGKPLGAIENHFFWEEETKSRFTEYSLTSSVMRRNEQLTLHDERFEKFYEQYDDDEIGALDNAELEGSIQVDSNRLEEVLND.... Result: 1 (interaction). (8) The miRNA is hcmv-miR-US33-5p with sequence GAUUGUGCCCGGACCGUGGGCG. Result: 0 (no interaction). The protein sequence of the target gene is MTQPVPRLSVPAALALGSAALGAAFATGLFLGRRCPPWRGRREQCLLPPEDSRLWQYLLSRSMREHPALRSLRLLTLEQPQGDSMMTCEQAQLLANLARLIQAKKALDLGTFTGYSALALALALPADGRVVTCEVDAQPPELGRPLWRQAEAEHKIDLRLKPALETLDELLAAGEAGTFDVAVVDADKENCSAYYERCLQLLRPGGILAVLRVLWRGKVLQPPKGDVAAECVRNLNERIRRDVRVYISLLPLGDGLTLAFKI.